Dataset: Full USPTO retrosynthesis dataset with 1.9M reactions from patents (1976-2016). Task: Predict the reactants needed to synthesize the given product. (1) Given the product [NH2:26][C:24](=[O:25])[CH2:23][NH:22][C:15](=[O:16])[C:14]1[CH:18]=[CH:19][CH:20]=[C:12]([C:11]2[C:5]3[S:4][C:3]([CH2:2][OH:1])=[CH:7][C:6]=3[CH:8]=[CH:9][CH:10]=2)[CH:13]=1, predict the reactants needed to synthesize it. The reactants are: [OH:1][CH2:2][C:3]1[S:4][C:5]2[C:11]([C:12]3[CH:13]=[C:14]([CH:18]=[CH:19][CH:20]=3)[C:15](O)=[O:16])=[CH:10][CH:9]=[CH:8][C:6]=2[CH:7]=1.Cl.[NH2:22][CH2:23][C:24]([NH2:26])=[O:25]. (2) Given the product [C:18]([O:21][C:22]([NH:2][C@@H:3]([CH2:8][OH:9])[C:4]([O:6][CH3:7])=[O:5])=[O:23])([CH3:20])([CH3:19])[CH3:17], predict the reactants needed to synthesize it. The reactants are: Cl.[NH2:2][C@@H:3]([CH2:8][OH:9])[C:4]([O:6][CH3:7])=[O:5].C(N(CC)CC)C.[CH3:17][C:18]([O:21][C:22](O[C:22]([O:21][C:18]([CH3:20])([CH3:19])[CH3:17])=[O:23])=[O:23])([CH3:20])[CH3:19].